From a dataset of Catalyst prediction with 721,799 reactions and 888 catalyst types from USPTO. Predict which catalyst facilitates the given reaction. (1) Reactant: CN(C)C=O.[N:6]1[CH:11]=[CH:10][CH:9]=[CH:8][C:7]=1[S:12]([CH:15]([NH:27][CH2:28][C:29]1[CH:34]=[CH:33][C:32]([C:35]2[S:36][CH:37]=[CH:38][N:39]=2)=[CH:31][CH:30]=1)[C:16]1[N:21]=[C:20]([NH:22][CH2:23][C:24]([OH:26])=[O:25])[CH:19]=[CH:18][CH:17]=1)(=[O:14])=[O:13].C(=O)([O-])[O-].[K+].[K+].[N:46]1([CH2:52][CH2:53]CS([O-])(=O)=O)[CH2:51][CH2:50][O:49][CH2:48][CH2:47]1. Product: [N:46]1([CH2:52][CH2:53][O:25][C:24](=[O:26])[CH2:23][NH:22][C:20]2[CH:19]=[CH:18][CH:17]=[C:16]([CH:15]([S:12]([C:7]3[CH:8]=[CH:9][CH:10]=[CH:11][N:6]=3)(=[O:14])=[O:13])[NH:27][CH2:28][C:29]3[CH:34]=[CH:33][C:32]([C:35]4[S:36][CH:37]=[CH:38][N:39]=4)=[CH:31][CH:30]=3)[N:21]=2)[CH2:51][CH2:50][O:49][CH2:48][CH2:47]1. The catalyst class is: 6. (2) Reactant: [CH3:1][O:2][C:3]1[CH:13]=[CH:12][C:6]([CH:7]=[CH:8][C:9](O)=[O:10])=[CH:5][CH:4]=1.S(Cl)([Cl:16])=O.CN(C)C=O. Product: [CH3:1][O:2][C:3]1[CH:13]=[CH:12][C:6]([CH:7]=[CH:8][C:9]([Cl:16])=[O:10])=[CH:5][CH:4]=1. The catalyst class is: 11. (3) Reactant: [CH3:1][O:2][C:3]1[CH:4]=[CH:5][C:6]2[O:10][C:9]([CH2:11]O)=[CH:8][C:7]=2[CH:13]=1.P(Br)(Br)[Br:15]. Product: [Br:15][CH2:11][C:9]1[O:10][C:6]2[CH:5]=[CH:4][C:3]([O:2][CH3:1])=[CH:13][C:7]=2[CH:8]=1. The catalyst class is: 11. (4) Reactant: Br[C:2]1[CH:3]=[CH:4][C:5]2[O:6][CH2:7][CH2:8][N:9]([C:12]([O:14][C:15]([CH3:18])([CH3:17])[CH3:16])=[O:13])[C:10]=2[N:11]=1.[CH2:19](B1OC(C)(C)C(C)(C)O1)[CH:20]=[CH2:21].[F-].[Cs+]. Product: [CH2:21]([C:2]1[CH:3]=[CH:4][C:5]2[O:6][CH2:7][CH2:8][N:9]([C:12]([O:14][C:15]([CH3:18])([CH3:17])[CH3:16])=[O:13])[C:10]=2[N:11]=1)[CH:20]=[CH2:19]. The catalyst class is: 790. (5) Reactant: Br[C:2]1[C:7]([N+:8]([O-:10])=[O:9])=[C:6]([N:11]([CH2:17][C:18]2[CH:23]=[CH:22][C:21]([CH2:24][P:25]([O:30][CH2:31][CH3:32])([O:27][CH2:28][CH3:29])=[O:26])=[CH:20][CH:19]=2)[C:12](=[O:16])[O:13][CH2:14][CH3:15])[CH:5]=[C:4]([Br:33])[N:3]=1.[NH3:34].CO. Product: [NH2:34][C:2]1[C:7]([N+:8]([O-:10])=[O:9])=[C:6]([N:11]([CH2:17][C:18]2[CH:19]=[CH:20][C:21]([CH2:24][P:25]([O:27][CH2:28][CH3:29])([O:30][CH2:31][CH3:32])=[O:26])=[CH:22][CH:23]=2)[C:12](=[O:16])[O:13][CH2:14][CH3:15])[CH:5]=[C:4]([Br:33])[N:3]=1. The catalyst class is: 1. (6) The catalyst class is: 2. Reactant: [C:1]([CH:9]([C:13]1[CH:18]=[CH:17][CH:16]=[CH:15][CH:14]=1)[CH2:10][CH:11]=O)(=[O:8])[C:2]1[CH:7]=[CH:6][CH:5]=[CH:4][CH:3]=1.[CH3:19][O:20][C:21]1[CH:26]=[CH:25][CH:24]=[CH:23][C:22]=1[N:27]1[CH2:32][CH2:31][NH:30][CH2:29][CH2:28]1.[Na].[BH-](OC(C)=O)(OC(C)=O)OC(C)=O.[Na+]. Product: [CH3:19][O:20][C:21]1[CH:26]=[CH:25][CH:24]=[CH:23][C:22]=1[N:27]1[CH2:32][CH2:31][N:30]([CH2:11][CH2:10][CH:9]([C:1](=[O:8])[C:2]2[CH:7]=[CH:6][CH:5]=[CH:4][CH:3]=2)[C:13]2[CH:18]=[CH:17][CH:16]=[CH:15][CH:14]=2)[CH2:29][CH2:28]1. (7) Reactant: [CH3:1][C:2]1[CH2:6][CH:5]([CH2:7][O:8][C@H:9]2[CH2:14][CH2:13][C@H:12]([N:15]3[C:20](=[O:21])[C:19]([CH2:22][C:23]4[CH:28]=[CH:27][C:26]([C:29]5[C:30]([C:35]#[N:36])=[CH:31][CH:32]=[CH:33][CH:34]=5)=[CH:25][CH:24]=4)=[C:18]([CH2:37][CH2:38][CH3:39])[N:17]4[N:40]=[CH:41][N:42]=[C:16]34)[CH2:11][CH2:10]2)[O:4][N:3]=1.C([Sn](=O)CCCC)CCC.[N:53]([Si](C)(C)C)=[N+:54]=[N-:55].C1(C)C=CC=CC=1. Product: [CH3:1][C:2]1[CH2:6][CH:5]([CH2:7][O:8][C@H:9]2[CH2:14][CH2:13][C@H:12]([N:15]3[C:20](=[O:21])[C:19]([CH2:22][C:23]4[CH:28]=[CH:27][C:26]([C:29]5[CH:34]=[CH:33][CH:32]=[CH:31][C:30]=5[C:35]5[NH:55][N:54]=[N:53][N:36]=5)=[CH:25][CH:24]=4)=[C:18]([CH2:37][CH2:38][CH3:39])[N:17]4[N:40]=[CH:41][N:42]=[C:16]34)[CH2:11][CH2:10]2)[O:4][N:3]=1. The catalyst class is: 13. (8) Reactant: C1C2C(COC([N:18]3[CH2:23][C@@H:22]([NH:24][CH2:25][CH:26]4[CH2:28][CH2:27]4)[CH2:21][C@@H:20]([C:29](=[O:49])[N:30]([CH:46]4[CH2:48][CH2:47]4)[CH2:31][C:32]4[C:40]5[C:35](=[CH:36][CH:37]=[CH:38][CH:39]=5)[N:34]([CH2:41][CH2:42][CH2:43][O:44][CH3:45])[CH:33]=4)[CH2:19]3)=O)C3C(=CC=CC=3)C=2C=CC=1.[C:50](Cl)(=[O:55])[C:51]([CH3:54])([CH3:53])[CH3:52]. Product: [CH:46]1([N:30]([CH2:31][C:32]2[C:40]3[C:35](=[CH:36][CH:37]=[CH:38][CH:39]=3)[N:34]([CH2:41][CH2:42][CH2:43][O:44][CH3:45])[CH:33]=2)[C:29]([C@@H:20]2[CH2:21][C@H:22]([N:24]([CH2:25][CH:26]3[CH2:27][CH2:28]3)[C:50](=[O:55])[C:51]([CH3:54])([CH3:53])[CH3:52])[CH2:23][NH:18][CH2:19]2)=[O:49])[CH2:47][CH2:48]1. The catalyst class is: 23. (9) Product: [CH3:26][O:25][C:4]1[CH:3]=[C:2]([O:37][CH2:36][CH2:35][O:34][CH2:33][C:29]2[CH:28]=[N:27][CH:32]=[CH:31][CH:30]=2)[CH:11]=[C:10]2[C:5]=1[C:6](=[O:24])[NH:7][C:8]([C:12]1[CH:17]=[C:16]([CH3:18])[C:15]([O:19][CH2:20][O:21][CH3:22])=[C:14]([CH3:23])[CH:13]=1)=[N:9]2. Reactant: F[C:2]1[CH:11]=[C:10]2[C:5]([C:6](=[O:24])[NH:7][C:8]([C:12]3[CH:17]=[C:16]([CH3:18])[C:15]([O:19][CH2:20][O:21][CH3:22])=[C:14]([CH3:23])[CH:13]=3)=[N:9]2)=[C:4]([O:25][CH3:26])[CH:3]=1.[N:27]1[CH:32]=[CH:31][CH:30]=[C:29]([CH2:33][O:34][CH2:35][CH2:36][OH:37])[CH:28]=1.[H-].[Na+]. The catalyst class is: 3.